Dataset: Full USPTO retrosynthesis dataset with 1.9M reactions from patents (1976-2016). Task: Predict the reactants needed to synthesize the given product. (1) Given the product [C:1]([O:19][CH:20]1[CH2:25][C:24]([CH3:27])([CH3:26])[N:23]([O:28][CH2:48][CH2:47][CH2:46][CH2:45][CH2:44][CH2:43][CH2:42][CH2:41][CH2:40][CH2:39][CH2:38][CH2:37][CH2:36][CH2:35][CH2:34][CH2:33][CH2:32][CH3:31])[C:22]([CH3:30])([CH3:29])[CH2:21]1)(=[O:18])[CH2:2][CH2:3][C:4]([O:6][CH:7]1[CH2:12][C:11]([CH3:14])([CH3:13])[N:10]([O:15][CH2:48][CH2:47][CH2:46][CH2:45][CH2:44][CH2:43][CH2:42][CH2:41][CH2:40][CH2:39][CH2:38][CH2:37][CH2:36][CH2:35][CH2:34][CH2:33][CH2:32][CH3:31])[C:9]([CH3:17])([CH3:16])[CH2:8]1)=[O:5], predict the reactants needed to synthesize it. The reactants are: [C:1]([O:19][CH:20]1[CH2:25][C:24]([CH3:27])([CH3:26])[N:23]([OH:28])[C:22]([CH3:30])([CH3:29])[CH2:21]1)(=[O:18])[CH2:2][CH2:3][C:4]([O:6][CH:7]1[CH2:12][C:11]([CH3:14])([CH3:13])[N:10]([OH:15])[C:9]([CH3:17])([CH3:16])[CH2:8]1)=[O:5].[CH3:31][CH2:32][CH2:33][CH2:34][CH2:35][CH2:36][CH2:37][CH2:38][CH2:39][CH2:40][CH2:41][CH2:42][CH2:43][CH2:44][CH2:45][CH2:46][CH2:47][CH3:48]. (2) Given the product [CH:1]([C:4]1[C:9](=[O:10])[N:8]2[N:11]=[CH:12][C:13]([C:14]3[CH:18]=[N:17][N:16]([C:21]4[CH:22]=[N:23][CH:24]=[CH:25][CH:26]=4)[CH:15]=3)=[C:7]2[NH:6][C:5]=1[CH3:19])([CH3:3])[CH3:2], predict the reactants needed to synthesize it. The reactants are: [CH:1]([C:4]1[C:9](=[O:10])[N:8]2[N:11]=[CH:12][C:13]([C:14]3[CH:15]=[N:16][NH:17][CH:18]=3)=[C:7]2[NH:6][C:5]=1[CH3:19])([CH3:3])[CH3:2].Br[C:21]1[CH:22]=[N:23][CH:24]=[CH:25][CH:26]=1.N1CCC[C@H]1C(O)=O.C([O-])([O-])=O.[K+].[K+].